Dataset: Reaction yield outcomes from USPTO patents with 853,638 reactions. Task: Predict the reaction yield, written as a fraction of the theoretical maximum amount of product (1.0 means a 100% yield; for example, 0.34 means a 34% yield). (1) The reactants are [CH3:1][O:2][C:3]1[CH:8]=[CH:7][C:6]([N:9]2[C:13]3=[C:14]4[C:18](=[CH:19][CH:20]=[C:12]3[C:11]([C:21]([O:23]CC)=O)=[N:10]2)[NH:17][N:16]=[CH:15]4)=[CH:5][CH:4]=1.O.[NH2:27][NH2:28]. No catalyst specified. The product is [CH3:1][O:2][C:3]1[CH:4]=[CH:5][C:6]([N:9]2[C:13]3=[C:14]4[C:18](=[CH:19][CH:20]=[C:12]3[C:11]([C:21]([NH:27][NH2:28])=[O:23])=[N:10]2)[NH:17][N:16]=[CH:15]4)=[CH:7][CH:8]=1. The yield is 0.890. (2) The catalyst is CN(C=O)C.O. The reactants are [C:1]([O:5][C:6]([N:8]1[CH2:13][CH2:12][CH:11]([CH:14]([N:19]2[CH2:25][CH2:24][CH2:23][N:22]([C:26]3[C:27]([O:36][CH3:37])=[CH:28][CH:29]=[C:30]4[C:35]=3[N:34]=[CH:33][CH:32]=[CH:31]4)[CH2:21][CH2:20]2)[CH2:15][C:16]([OH:18])=O)[CH2:10][CH2:9]1)=[O:7])([CH3:4])([CH3:3])[CH3:2].[N:38]1([CH2:43][CH2:44][NH2:45])[CH2:42][CH2:41][CH2:40][CH2:39]1.C(N(CC)C(C)C)(C)C.CN(C(ON1N=NC2C=CC=NC1=2)=[N+](C)C)C.F[P-](F)(F)(F)(F)F. The product is [CH3:37][O:36][C:27]1[C:26]([N:22]2[CH2:23][CH2:24][CH2:25][N:19]([CH:14]([CH:11]3[CH2:10][CH2:9][N:8]([C:6]([O:5][C:1]([CH3:3])([CH3:4])[CH3:2])=[O:7])[CH2:13][CH2:12]3)[CH2:15][C:16](=[O:18])[NH:45][CH2:44][CH2:43][N:38]3[CH2:42][CH2:41][CH2:40][CH2:39]3)[CH2:20][CH2:21]2)=[C:35]2[C:30]([CH:31]=[CH:32][CH:33]=[N:34]2)=[CH:29][CH:28]=1. The yield is 0.500. (3) The reactants are [NH:1]1[CH2:6][CH2:5][CH2:4][CH2:3][CH2:2]1.C(N(C(C)C)CC)(C)C.[F:16][C:17]1[CH:22]=[CH:21][C:20]([S:23](Cl)(=[O:25])=[O:24])=[CH:19][CH:18]=1. The catalyst is C1COCC1. The product is [F:16][C:17]1[CH:22]=[CH:21][C:20]([S:23]([N:1]2[CH2:6][CH2:5][CH2:4][CH2:3][CH2:2]2)(=[O:25])=[O:24])=[CH:19][CH:18]=1. The yield is 1.00. (4) The reactants are [OH:1][CH:2]([CH2:22][CH2:23][CH2:24][CH2:25][CH2:26][CH2:27][CH2:28][C:29]([O:31][CH2:32]/[CH:33]=[CH:34]\[CH2:35][CH2:36][CH2:37][CH2:38][CH2:39][CH3:40])=[O:30])[CH2:3][CH2:4][CH2:5][CH2:6][CH2:7][CH2:8][CH2:9][C:10]([O:12][CH2:13]/[CH:14]=[CH:15]\[CH2:16][CH2:17][CH2:18][CH2:19][CH2:20][CH3:21])=[O:11].Cl.CN([CH:45](CC)[C:46](O)=[O:47])C.C[CH2:52][N:53]([CH:57](C)C)[CH:54]([CH3:56])C.CCN=C=NCCCN(C)C. The catalyst is ClCCl.CN(C1C=CN=CC=1)C.CO. The product is [CH3:57][N:53]([CH3:52])[CH2:54][CH2:56][CH2:45][C:46]([O:1][CH:2]([CH2:3][CH2:4][CH2:5][CH2:6][CH2:7][CH2:8][CH2:9][C:10]([O:12][CH2:13]/[CH:14]=[CH:15]\[CH2:16][CH2:17][CH2:18][CH2:19][CH2:20][CH3:21])=[O:11])[CH2:22][CH2:23][CH2:24][CH2:25][CH2:26][CH2:27][CH2:28][C:29]([O:31][CH2:32]/[CH:33]=[CH:34]\[CH2:35][CH2:36][CH2:37][CH2:38][CH2:39][CH3:40])=[O:30])=[O:47]. The yield is 0.620. (5) The reactants are [NH2:1][C:2]1[C:3]([NH:13][C@@H:14]2[CH2:19][CH2:18][C@H:17]([C:20]([NH:22][CH:23]([CH3:25])[CH3:24])=[O:21])[CH2:16][CH2:15]2)=[CH:4][C:5]([O:8][CH2:9][CH2:10][O:11][CH3:12])=[N:6][CH:7]=1.[F:26][C:27]1[CH:37]=[CH:36][C:30]([C:31]([N:33]=[C:34]=S)=[O:32])=[CH:29][CH:28]=1.CCN(C(C)C)C(C)C.C(Cl)CCl. The catalyst is C1COCC1. The product is [F:26][C:27]1[CH:28]=[CH:29][C:30]([C:31](/[N:33]=[C:34]2/[N:13]([C@H:14]3[CH2:19][CH2:18][C@@H:17]([C:20](=[O:21])[NH:22][CH:23]([CH3:25])[CH3:24])[CH2:16][CH2:15]3)[C:3]3[CH:4]=[C:5]([O:8][CH2:9][CH2:10][O:11][CH3:12])[N:6]=[CH:7][C:2]=3[NH:1]/2)=[O:32])=[CH:36][CH:37]=1. The yield is 0.500. (6) The reactants are [C:1]1([NH2:7])[CH:6]=[CH:5][CH:4]=[CH:3][CH:2]=1.[C:8]1([C:14]#[C:15][C:16](O)=[O:17])[CH:13]=[CH:12][CH:11]=[CH:10][CH:9]=1.C1(N=C=NC2CCCCC2)CCCCC1.O. The catalyst is ClCCl. The product is [C:1]1([NH:7][C:16](=[O:17])[C:15]#[C:14][C:8]2[CH:13]=[CH:12][CH:11]=[CH:10][CH:9]=2)[CH:6]=[CH:5][CH:4]=[CH:3][CH:2]=1. The yield is 0.620.